This data is from Full USPTO retrosynthesis dataset with 1.9M reactions from patents (1976-2016). The task is: Predict the reactants needed to synthesize the given product. (1) Given the product [CH3:22][C:13]1[C:12]([CH2:11][N:9]2[C:8](=[O:23])[N:5]3[CH:6]=[CH:7][C:2]([C:35]4[CH:36]=[CH:37][C:32]([C:31]([F:42])([F:41])[F:30])=[CH:33][CH:34]=4)=[C:3]([C:24]4[CH:29]=[CH:28][N:27]=[CH:26][CH:25]=4)[C:4]3=[N:10]2)=[CH:17][CH:16]=[C:15]([C:18]([F:21])([F:20])[F:19])[N:14]=1, predict the reactants needed to synthesize it. The reactants are: Cl[C:2]1[CH:7]=[CH:6][N:5]2[C:8](=[O:23])[N:9]([CH2:11][C:12]3[C:13]([CH3:22])=[N:14][C:15]([C:18]([F:21])([F:20])[F:19])=[CH:16][CH:17]=3)[N:10]=[C:4]2[C:3]=1[C:24]1[CH:29]=[CH:28][N:27]=[CH:26][CH:25]=1.[F:30][C:31]([F:42])([F:41])[C:32]1[CH:37]=[CH:36][C:35](B(O)O)=[CH:34][CH:33]=1.C(=O)([O-])[O-].[Na+].[Na+]. (2) Given the product [CH3:3][N:2]([C@@H:4]1[C:27](=[O:28])[C:26]([C:29]([NH2:31])=[O:30])=[C:25]([OH:32])[C@:24]2([OH:33])[C@H:5]1[CH2:6][C@H:7]1[C:21]([C:22]2=[O:23])=[C:20]([OH:34])[C:10]2[C:11]([OH:19])=[C:12]([NH2:18])[CH:13]=[C:14]([N:15]([CH3:16])[CH3:17])[C:9]=2[CH2:8]1)[CH3:1].[ClH:41], predict the reactants needed to synthesize it. The reactants are: [CH3:1][N:2]([C@@H:4]1[C:27](=[O:28])[C:26]([C:29]([NH2:31])=[O:30])=[C:25]([OH:32])[C@:24]2([OH:33])[C@H:5]1[CH2:6][C@H:7]1[C:21]([C:22]2=[O:23])=[C:20]([OH:34])[C:10]2[C:11]([OH:19])=[C:12]([NH2:18])[CH:13]=[C:14]([N:15]([CH3:17])[CH3:16])[C:9]=2[CH2:8]1)[CH3:3].S([O-])([O-])=O.[Na+].[Na+].[ClH:41].